Dataset: Forward reaction prediction with 1.9M reactions from USPTO patents (1976-2016). Task: Predict the product of the given reaction. (1) Given the reactants [Cl:1][C:2]1[N:3]=[C:4]([N:14]2[CH2:19][CH2:18][O:17][CH2:16][CH2:15]2)[C:5]2[S:10][C:9]([CH2:11][NH:12][CH3:13])=[CH:8][C:6]=2[N:7]=1.C(N(CC)CC)C.Cl.[CH3:28][N:29]([CH2:31][C:32](Cl)=[O:33])[CH3:30], predict the reaction product. The product is: [Cl:1][C:2]1[N:3]=[C:4]([N:14]2[CH2:19][CH2:18][O:17][CH2:16][CH2:15]2)[C:5]2[S:10][C:9]([CH2:11][N:12]([CH3:13])[C:32](=[O:33])[CH2:31][N:29]([CH3:30])[CH3:28])=[CH:8][C:6]=2[N:7]=1. (2) Given the reactants [CH3:1][C:2]1([CH3:17])[CH2:5][C@H:4]([C:6](=[CH2:11])[CH2:7][CH2:8][CH:9]=[O:10])[C@H:3]1[CH2:12][CH2:13][C:14](=[O:16])[CH3:15], predict the reaction product. The product is: [OH:10][CH2:9][CH2:8][CH2:7][C:6]([C@@H:4]1[C@@H:3]([CH2:12][CH2:13][C:14](=[O:16])[CH3:15])[C:2]([CH3:17])([CH3:1])[CH2:5]1)=[CH2:11].